From a dataset of KCNQ2 potassium channel screen with 302,405 compounds. Binary Classification. Given a drug SMILES string, predict its activity (active/inactive) in a high-throughput screening assay against a specified biological target. (1) The compound is O(CN1C(=O)c2c(C1=O)cccc2)C(=O)C(/NC(=O)c1ccccc1)=C\c1occc1. The result is 0 (inactive). (2) The drug is S(=O)(=O)(N(CC(=O)N1CCOCC1)C)c1c(OC)ccc(OC)c1. The result is 0 (inactive).